From a dataset of Catalyst prediction with 721,799 reactions and 888 catalyst types from USPTO. Predict which catalyst facilitates the given reaction. Reactant: [N+]([O-])([O-])=[O:2].[NH4+].[Ce].[F:7][C:8]1[CH:13]=[CH:12][C:11]([C:14]2[S:15][C:16]3[CH:22]=[C:21]([O:23][CH3:24])[CH:20]=[C:19]([O:25]C)[C:17]=3[N:18]=2)=[CH:10][CH:9]=1. Product: [F:7][C:8]1[CH:13]=[CH:12][C:11]([C:14]2[S:15][C:16]3[C:22](=[O:2])[C:21]([O:23][CH3:24])=[CH:20][C:19](=[O:25])[C:17]=3[N:18]=2)=[CH:10][CH:9]=1. The catalyst class is: 13.